This data is from Reaction yield outcomes from USPTO patents with 853,638 reactions. The task is: Predict the reaction yield, written as a fraction of the theoretical maximum amount of product (1.0 means a 100% yield; for example, 0.34 means a 34% yield). (1) The reactants are COC[O:4][C:5]1[CH:10]=[C:9]([O:11]COC)[CH:8]=[CH:7][C:6]=1[C:15]1[CH2:19][CH2:18][C:17](=[O:20])[CH:16]=1. The catalyst is CO. The product is [OH:4][C:5]1[CH:10]=[C:9]([OH:11])[CH:8]=[CH:7][C:6]=1[C:15]1[CH2:19][CH2:18][C:17](=[O:20])[CH:16]=1. The yield is 0.790. (2) The reactants are [NH2:1][C:2]1[C:10]2[C:5](=[CH:6][CH:7]=[CH:8][C:9]=2[F:11])[C:4]([C:19]2[CH:20]=[C:21]([CH:28]([F:30])[F:29])[C:22](=[O:27])[N:23]([CH2:25][CH3:26])[CH:24]=2)([C:12]2[CH:17]=[CH:16][CH:15]=[C:14](Br)[CH:13]=2)[N:3]=1.[C:31]([C:34]1[CH:35]=[C:36](B(O)O)[CH:37]=[N:38][CH:39]=1)#[C:32][CH3:33]. No catalyst specified. The product is [NH2:1][C:2]1[C:10]2[C:5](=[CH:6][CH:7]=[CH:8][C:9]=2[F:11])[C:4]([C:19]2[CH:20]=[C:21]([CH:28]([F:30])[F:29])[C:22](=[O:27])[N:23]([CH2:25][CH3:26])[CH:24]=2)([C:12]2[CH:17]=[CH:16][CH:15]=[C:14]([C:36]3[CH:37]=[N:38][CH:39]=[C:34]([C:31]#[C:32][CH3:33])[CH:35]=3)[CH:13]=2)[N:3]=1. The yield is 0.370.